This data is from Full USPTO retrosynthesis dataset with 1.9M reactions from patents (1976-2016). The task is: Predict the reactants needed to synthesize the given product. (1) Given the product [CH3:2][C:3]1[CH:4]=[C:5]([CH:29]=[CH:30][C:31]=1[CH3:32])[C:6]([C:8]1[C:17](=[O:18])[C:16]2[C:11](=[CH:12][CH:13]=[CH:14][CH:15]=2)[N:10]([CH2:19][C:20]2[N:25]=[C:24]([C:26]([NH2:37])=[O:27])[CH:23]=[CH:22][CH:21]=2)[CH:9]=1)=[O:7], predict the reactants needed to synthesize it. The reactants are: Cl.[CH3:2][C:3]1[CH:4]=[C:5]([CH:29]=[CH:30][C:31]=1[CH3:32])[C:6]([C:8]1[C:17](=[O:18])[C:16]2[C:11](=[CH:12][CH:13]=[CH:14][CH:15]=2)[N:10]([CH2:19][C:20]2[N:25]=[C:24]([C:26](O)=[O:27])[CH:23]=[CH:22][CH:21]=2)[CH:9]=1)=[O:7].[Cl-].COC1N=C(OC)N=C([N+]2(C)CCOCC2)[N:37]=1. (2) Given the product [F:9][C:5]1[C:6]([F:8])=[CH:7][C:2]([N:1]2[CH2:27][CH2:26][O:25][CH2:24][CH2:23]2)=[C:3]([F:12])[C:4]=1[CH2:10][OH:11], predict the reactants needed to synthesize it. The reactants are: [NH2:1][C:2]1[C:3]([F:12])=[C:4]([CH2:10][OH:11])[C:5]([F:9])=[C:6]([F:8])[CH:7]=1.CCN(C(C)C)C(C)C.Br[CH2:23][CH2:24][O:25][CH2:26][CH2:27]Br. (3) Given the product [CH2:1]([NH:5][C:6](=[O:21])[O:7][CH:8]1[CH2:13][CH2:12][NH:11][CH2:10][CH2:9]1)[CH2:2][CH2:3][CH3:4], predict the reactants needed to synthesize it. The reactants are: [CH2:1]([NH:5][C:6](=[O:21])[O:7][CH:8]1[CH2:13][CH2:12][N:11](CC2C=CC=CC=2)[CH2:10][CH2:9]1)[CH2:2][CH2:3][CH3:4]. (4) Given the product [F:5][C:6]1[CH:11]=[CH:10][CH:9]=[C:8]([F:12])[C:7]=1[C:13]1[C:14]2[CH:15]3[CH2:26][CH2:25][NH:24][CH2:23][CH2:22][CH:16]3[NH:17][C:18]=2[CH:19]=[CH:20][CH:21]=1, predict the reactants needed to synthesize it. The reactants are: [BH3-]C#N.[Na+].[F:5][C:6]1[CH:11]=[CH:10][CH:9]=[C:8]([F:12])[C:7]=1[C:13]1[C:14]2[C:15]3[CH2:26][CH2:25][NH:24][CH2:23][CH2:22][C:16]=3[NH:17][C:18]=2[CH:19]=[CH:20][CH:21]=1. (5) Given the product [CH3:27][N:12]([CH3:11])[CH2:13][CH2:14][N:15]([CH3:26])[C:16]1[CH:23]=[CH:22][C:21]([O:24][CH3:25])=[CH:20][C:17]=1[CH:18]=[C:3]1[C:4]2[C:9](=[CH:8][CH:7]=[CH:6][CH:5]=2)[NH:1][C:2]1=[O:10], predict the reactants needed to synthesize it. The reactants are: [NH:1]1[C:9]2[C:4](=[CH:5][CH:6]=[CH:7][CH:8]=2)[CH2:3][C:2]1=[O:10].[CH3:11][N:12]([CH3:27])[CH2:13][CH2:14][N:15]([CH3:26])[C:16]1[CH:23]=[CH:22][C:21]([O:24][CH3:25])=[CH:20][C:17]=1[CH:18]=O.